From a dataset of Forward reaction prediction with 1.9M reactions from USPTO patents (1976-2016). Predict the product of the given reaction. (1) Given the reactants FC(F)C1C2C(F)(F)CCC(F)(F)C=2N(CC(N[C@H](C2C([C:36]3[CH:37]=[C:38]4[C:42](=[CH:43][CH:44]=3)[CH2:41][NH:40][C:39]4=O)=CN=C(C#CC(O)(C)C)N=2)CC2C=C(F)C=C(F)C=2)=O)N=1.[F:53][C:54]1([F:99])[C:58]2[N:59]([CH2:66][C:67]([NH:69][C@H:70]([C:80]3[C:85]([C:86]4[CH:87]=[CH:88][C:89]([F:95])=[C:90]([CH:94]=4)[C:91]([NH2:93])=[O:92])=[CH:84][N:83]=[C:82](SC)[N:81]=3)[CH2:71][C:72]3[CH:77]=[C:76]([F:78])[CH:75]=[C:74]([F:79])[CH:73]=3)=[O:68])[N:60]=[C:61]([C:62]([F:65])([F:64])[F:63])[C:57]=2[C@H:56]2[CH2:98][C@@H:55]12.C(C1C=NC=C(C)C=1)#C, predict the reaction product. The product is: [F:53][C:54]1([F:99])[C:58]2[N:59]([CH2:66][C:67]([NH:69][C@H:70]([C:80]3[C:85]([C:86]4[CH:87]=[CH:88][C:89]([F:95])=[C:90]([CH:94]=4)[C:91]([NH2:93])=[O:92])=[CH:84][N:83]=[C:82]([C:44]#[C:43][C:42]4[CH:41]=[N:40][CH:39]=[C:37]([CH3:36])[CH:38]=4)[N:81]=3)[CH2:71][C:72]3[CH:77]=[C:76]([F:78])[CH:75]=[C:74]([F:79])[CH:73]=3)=[O:68])[N:60]=[C:61]([C:62]([F:65])([F:64])[F:63])[C:57]=2[C@H:56]2[CH2:98][C@@H:55]12. (2) The product is: [F:23][C:24]([F:37])([F:36])[S:25]([O:1][C:2]1[C:3]2[N:4]([C:8]([C:11]#[C:12][Si:13]([CH3:15])([CH3:14])[CH3:16])=[CH:9][N:10]=2)[CH:5]=[CH:6][CH:7]=1)(=[O:27])=[O:26]. Given the reactants [OH:1][C:2]1[C:3]2[N:4]([C:8]([C:11]#[C:12][Si:13]([CH3:16])([CH3:15])[CH3:14])=[CH:9][N:10]=2)[CH:5]=[CH:6][CH:7]=1.N1C=CC=CC=1.[F:23][C:24]([F:37])([F:36])[S:25](O[S:25]([C:24]([F:37])([F:36])[F:23])(=[O:27])=[O:26])(=[O:27])=[O:26], predict the reaction product. (3) Given the reactants C([C:3]1([C:17]([O-:19])=O)[C:8](=O)[CH2:7][CH2:6][N:5]([C:10]([O:12][C:13]([CH3:16])([CH3:15])[CH3:14])=[O:11])[CH2:4]1)C.Cl.[CH3:21][O:22][C:23](=[NH:25])[NH2:24].C(=O)([O-])[O-].[K+].[K+].Cl, predict the reaction product. The product is: [OH:19][C:17]1[C:3]2[CH2:4][N:5]([C:10]([O:12][C:13]([CH3:14])([CH3:15])[CH3:16])=[O:11])[CH2:6][CH2:7][C:8]=2[N:24]=[C:23]([O:22][CH3:21])[N:25]=1. (4) Given the reactants [CH2:1]([S:9]([CH2:12][C:13]([O:15]C)=O)(=[O:11])=[O:10])[CH2:2][CH2:3][CH2:4][CH2:5][CH2:6][CH2:7][CH3:8].[OH-].[NH4+:18], predict the reaction product. The product is: [CH2:1]([S:9]([CH2:12][C:13]([NH2:18])=[O:15])(=[O:11])=[O:10])[CH2:2][CH2:3][CH2:4][CH2:5][CH2:6][CH2:7][CH3:8].